Dataset: Reaction yield outcomes from USPTO patents with 853,638 reactions. Task: Predict the reaction yield, written as a fraction of the theoretical maximum amount of product (1.0 means a 100% yield; for example, 0.34 means a 34% yield). The reactants are Cl.Cl.[Cl:3][C:4]1[C:12]2[NH:11][N:10]=[CH:9][C:8]=2[C:7]2[CH2:13][N:14]([CH2:23][C:24]3[CH:29]=[CH:28][N:27]=[CH:26][CH:25]=3)[C:15](=[O:22])[C@H:16]([CH2:18][C:19](O)=[O:20])[CH2:17][C:6]=2[CH:5]=1.Cl.[F:31][C:32]1[CH:33]=[CH:34][CH:35]=[C:36]2[C:41]=1[NH:40][C:39](=[O:42])[N:38]([CH:43]1[CH2:48][CH2:47][NH:46][CH2:45][CH2:44]1)[CH2:37]2.ClC1C2NN=CC=2C2CN(CC(C)(C)C)C(=O)[C@H](CC(=O)N3CCC(N4CC5C(=CC=CC=5)NC4=O)CC3)CC=2C=1. No catalyst specified. The product is [Cl:3][C:4]1[C:12]2[NH:11][N:10]=[CH:9][C:8]=2[C:7]2[CH2:13][N:14]([CH2:23][C:24]3[CH:25]=[CH:26][N:27]=[CH:28][CH:29]=3)[C:15](=[O:22])[C@H:16]([CH2:18][C:19]([N:46]3[CH2:45][CH2:44][CH:43]([N:38]4[CH2:37][C:36]5[C:41](=[C:32]([F:31])[CH:33]=[CH:34][CH:35]=5)[NH:40][C:39]4=[O:42])[CH2:48][CH2:47]3)=[O:20])[CH2:17][C:6]=2[CH:5]=1. The yield is 0.160.